Dataset: Experimentally validated miRNA-target interactions with 360,000+ pairs, plus equal number of negative samples. Task: Binary Classification. Given a miRNA mature sequence and a target amino acid sequence, predict their likelihood of interaction. (1) The miRNA is hsa-miR-4320 with sequence GGGAUUCUGUAGCUUCCU. The protein sequence of the target gene is MEKVPGDMEIERRERSEELSEAERKAVQATWARLYANCEDVGVAILVRFFVNFPSAKQYFSQFRHMEDPLEMERSPQLRKHACRVMGALNTVVENLHDPDKVSSVLALVGKAHALKHKVEPMYFKILSGVILEVIAEEFANDFPVETQKAWAKLRGLIYSHVTAAYKEVGWVQQVPNTTTPPATLPSSGP. Result: 0 (no interaction). (2) The miRNA is mmu-miR-301a-3p with sequence CAGUGCAAUAGUAUUGUCAAAGC. The protein sequence of the target gene is MLFLAFHAGSWGSWCCCCCVITADRPWDRGRRWQLEMADTPSVYETRFEAAVKVIQSLPKNGSFQPTNEMMLKFYSFYKQATEGPCKLSRPGFWDPIGRYKWDAWSSLGDMTKEEAMIAYVEEMKKIIETMPMTEKVEELLHVIGPFYEIVEDKKSSKSSDLTSDLGNVLTSSNAKAVNGKAESSDSGAESEEEEAQEELKGAEQSGSDDKKTLKKSADKNLEIIVTNGYKGSFVQDIQSDIHTDSSRSTRSSEDEKPGDESSQQTGHTIVCAHQDRNEDPSEDASGIHHLTSDSDSEVY.... Result: 1 (interaction).